From a dataset of Drug-target binding data from BindingDB using IC50 measurements. Regression. Given a target protein amino acid sequence and a drug SMILES string, predict the binding affinity score between them. We predict pIC50 (pIC50 = -log10(IC50 in M); higher means more potent). Dataset: bindingdb_ic50. (1) The compound is Nc1nc2c(ncn2[C@@H]2O[C@@H]3COP(=O)(O)O[C@@H]4[C@@H](COP(=O)(O)O[C@H]3[C@H]2F)O[C@@H](n2cnc3c(=O)[nH]c(N)nc32)[C@@H]4F)c(=O)[nH]1. The target protein sequence is MNDLNVLVLEDEPFQRLVAVTALKKVVPGSILEAADGKEAVAILESCGHVDIAICDLQMSGMDGLAFLRHASLSGKVHSVILSSEVDPILRQATISMIECLGLNFLGDLGKPFSLERITALLTRYNARRQDLPRQIEVAELPSVADVVRGLDNGEFEAYYQPKVALDGGGLIGAEVLARWNHPHLGVLPPSHFLYVMETYNLVDKLFWQLFSQGLATRRKLAQLGQPINLAFNVHPSQLGSRALAENISALLTEFHLPPSSVMFEITETGLISAPASSLENLVRLRIMGCGLAMDDFGAGYSSLDRLCEFPFSQIKLDRTFVQKMKTQPRSCAVISSVVALAQALGISLVVEGVESDEQRVRLIELGCSIAQGYLFARPMPEQHFLDYCSGS. The pIC50 is 6.1. (2) The small molecule is N#Cc1cn(-c2ccc(S(N)(=O)=O)cc2)nc1-c1ccccc1. The target is PDASQDDGPAVERPSTEL. The pIC50 is 4.0.